Dataset: Forward reaction prediction with 1.9M reactions from USPTO patents (1976-2016). Task: Predict the product of the given reaction. (1) Given the reactants Br[CH2:2][CH2:3][CH2:4][CH2:5][CH2:6][CH2:7][O:8][CH2:9][CH2:10][CH2:11][CH2:12][C:13]1[CH:14]=[C:15]([S:19]([NH2:22])(=[O:21])=[O:20])[CH:16]=[CH:17][CH:18]=1.[CH2:23]([NH:30][CH2:31][C@@H:32]([C:34]1[CH:45]=[CH:44][C:37]2[O:38][C:39]([CH3:43])([CH3:42])[O:40][CH2:41][C:36]=2[CH:35]=1)[OH:33])[C:24]1[CH:29]=[CH:28][CH:27]=[CH:26][CH:25]=1.C(N(C(C)C)CC)(C)C, predict the reaction product. The product is: [CH2:23]([N:30]([CH2:31][C@@H:32]([C:34]1[CH:45]=[CH:44][C:37]2[O:38][C:39]([CH3:42])([CH3:43])[O:40][CH2:41][C:36]=2[CH:35]=1)[OH:33])[CH2:2][CH2:3][CH2:4][CH2:5][CH2:6][CH2:7][O:8][CH2:9][CH2:10][CH2:11][CH2:12][C:13]1[CH:14]=[C:15]([S:19]([NH2:22])(=[O:21])=[O:20])[CH:16]=[CH:17][CH:18]=1)[C:24]1[CH:25]=[CH:26][CH:27]=[CH:28][CH:29]=1. (2) Given the reactants Br[C:2]1[CH:7]=[C:6]([CH3:8])[N:5]=[C:4]([O:9][C:10]2[C:15]([CH3:16])=[CH:14][C:13]([CH3:17])=[CH:12][C:11]=2[CH3:18])[C:3]=1[CH3:19].[Li]CCCC.[CH:25](=[O:28])[CH2:26][CH3:27], predict the reaction product. The product is: [CH3:19][C:3]1[C:4]([O:9][C:10]2[C:15]([CH3:16])=[CH:14][C:13]([CH3:17])=[CH:12][C:11]=2[CH3:18])=[N:5][C:6]([CH3:8])=[CH:7][C:2]=1[CH:25]([OH:28])[CH2:26][CH3:27]. (3) Given the reactants C(OC([N:6]1[CH2:10][C@H:9]([CH2:11][N:12]([C:19]2[CH:24]=[CH:23][C:22]([Cl:25])=[CH:21][CH:20]=2)[C:13]2[CH:18]=[CH:17][CH:16]=[CH:15][CH:14]=2)[C@@H:8]([CH2:26][C:27]2[CH:32]=[CH:31][CH:30]=[CH:29][CH:28]=2)[CH2:7]1)=O)C.[OH-].[K+], predict the reaction product. The product is: [CH2:26]([C@H:8]1[CH2:7][NH:6][CH2:10][C@@H:9]1[CH2:11][N:12]([C:19]1[CH:20]=[CH:21][C:22]([Cl:25])=[CH:23][CH:24]=1)[C:13]1[CH:18]=[CH:17][CH:16]=[CH:15][CH:14]=1)[C:27]1[CH:28]=[CH:29][CH:30]=[CH:31][CH:32]=1. (4) Given the reactants [CH3:1][CH:2]1[C:7](=O)[CH2:6][CH2:5][CH2:4][C:3]1=[O:9].[NH2:10][C:11]1[CH:20]=[CH:19][C:14]2[NH:15][C:16](=[O:18])[NH:17][C:13]=2[CH:12]=1, predict the reaction product. The product is: [CH3:1][C:2]1[C:3](=[O:9])[CH2:4][CH2:5][CH2:6][C:7]=1[NH:10][C:11]1[CH:20]=[CH:19][C:14]2[NH:15][C:16](=[O:18])[NH:17][C:13]=2[CH:12]=1. (5) Given the reactants C(OC([N:8]1[C:16]2[C:11](=[C:12]([CH2:18][N:19]3[C:23]4[CH:24]=[CH:25][CH:26]=[CH:27][C:22]=4[N:21]([CH2:28][CH2:29][C:30]([O:32]C)=[O:31])[C:20]3=[O:34])[CH:13]=[C:14]([Cl:17])[CH:15]=2)[CH:10]=[CH:9]1)=O)(C)(C)C.[OH-].[Li+].Cl, predict the reaction product. The product is: [Cl:17][C:14]1[CH:15]=[C:16]2[C:11]([CH:10]=[CH:9][NH:8]2)=[C:12]([CH2:18][N:19]2[C:23]3[CH:24]=[CH:25][CH:26]=[CH:27][C:22]=3[N:21]([CH2:28][CH2:29][C:30]([OH:32])=[O:31])[C:20]2=[O:34])[CH:13]=1. (6) Given the reactants [Si]([O:8][C:9]1[CH:10]([C:25]2[CH:30]=[CH:29][C:28]([F:31])=[CH:27][CH:26]=2)[CH:11]([C:20]([O:22][CH2:23][CH3:24])=[O:21])[CH:12]([C:15]([O:17][CH2:18][CH3:19])=[O:16])[CH2:13][CH:14]=1)(C(C)(C)C)(C)C.[F:32][C:33]([F:54])([F:53])[C:34]1[CH:35]=[C:36]([C@@H:44](OC(=N)C(Cl)(Cl)Cl)[CH3:45])[CH:37]=[C:38]([C:40]([F:43])([F:42])[F:41])[CH:39]=1.[H+].[B-](F)(F)(F)F, predict the reaction product. The product is: [F:32][C:33]([F:53])([F:54])[C:34]1[CH:35]=[C:36]([C@H:44]([O:8][C@H:9]2[CH2:14][CH2:13][C@H:12]([C:15]([O:17][CH2:18][CH3:19])=[O:16])[C@@H:11]([C:20]([O:22][CH2:23][CH3:24])=[O:21])[C@@H:10]2[C:25]2[CH:30]=[CH:29][C:28]([F:31])=[CH:27][CH:26]=2)[CH3:45])[CH:37]=[C:38]([C:40]([F:41])([F:42])[F:43])[CH:39]=1.